This data is from Full USPTO retrosynthesis dataset with 1.9M reactions from patents (1976-2016). The task is: Predict the reactants needed to synthesize the given product. (1) Given the product [CH3:27][C:26]([CH3:29])([CH3:28])[CH2:25][CH2:24][N:21]1[CH2:20][CH2:19][N:18]([C:16](=[O:17])[CH2:15][O:14][C:11]2[CH:12]=[CH:13][C:8]([C:7]([OH:31])=[O:6])=[CH:9][C:10]=2[CH3:30])[CH2:23][CH2:22]1, predict the reactants needed to synthesize it. The reactants are: B(Br)(Br)Br.C[O:6][C:7](=[O:31])[C:8]1[CH:13]=[CH:12][C:11]([O:14][CH2:15][C:16]([N:18]2[CH2:23][CH2:22][N:21]([CH2:24][CH2:25][C:26]([CH3:29])([CH3:28])[CH3:27])[CH2:20][CH2:19]2)=[O:17])=[C:10]([CH3:30])[CH:9]=1. (2) The reactants are: O[CH2:2][C:3]1[CH:4]=[C:5]2[C:10](=[CH:11][CH:12]=1)[N:9]=[C:8]([CH2:13][CH:14]([CH3:16])[CH3:15])[C:7]([CH2:17][NH:18][C:19](=[O:25])[O:20][C:21]([CH3:24])([CH3:23])[CH3:22])=[C:6]2[C:26]1[CH:31]=[CH:30][C:29]([CH3:32])=[CH:28][CH:27]=1.C(N(CC)CC)C.CS(Cl)(=O)=O.[CH3:45][CH2:46][O:47][C:48]([CH2:50][SH:51])=[O:49].[H-].[Na+]. Given the product [C:21]([O:20][C:19]([NH:18][CH2:17][C:7]1[C:8]([CH2:13][CH:14]([CH3:16])[CH3:15])=[N:9][C:10]2[C:5]([C:6]=1[C:26]1[CH:31]=[CH:30][C:29]([CH3:32])=[CH:28][CH:27]=1)=[CH:4][C:3]([CH2:2][S:51][CH2:50][C:48]([O:47][CH2:46][CH3:45])=[O:49])=[CH:12][CH:11]=2)=[O:25])([CH3:24])([CH3:23])[CH3:22], predict the reactants needed to synthesize it. (3) Given the product [C:1]([O:5][C:6](=[O:32])[NH:7][C@@H:8]1[C@@H:13]([OH:14])[C@H:12]([CH2:15][C:16]2[CH:21]=[C:20]([O:22][CH2:23][C:24]([F:27])([F:25])[F:26])[C:19]([N+:28]([O-:30])=[O:29])=[C:18]([F:31])[CH:17]=2)[CH2:11][S:35](=[O:37])(=[O:34])[CH2:9]1)([CH3:3])([CH3:4])[CH3:2], predict the reactants needed to synthesize it. The reactants are: [C:1]([O:5][C:6](=[O:32])[NH:7][C@@H:8]1[C@@H:13]([OH:14])[C@H:12]([CH2:15][C:16]2[CH:21]=[C:20]([O:22][CH2:23][C:24]([F:27])([F:26])[F:25])[C:19]([N+:28]([O-:30])=[O:29])=[C:18]([F:31])[CH:17]=2)[CH2:11]S[CH2:9]1)([CH3:4])([CH3:3])[CH3:2].O[O:34][S:35]([O-:37])=O.[K+].C1CCCCC1.CCOC(C)=O. (4) Given the product [ClH:1].[NH2:28][C:25]1[CH:26]=[CH:27][C:22]([C:8]2[C:3]([CH3:2])=[N:4][C:5]3[N:6]([N:19]=[CH:20][C:21]=3[C:22]3[CH:23]=[CH:24][C:25]([N:28]4[CH2:29][CH2:30][N:31]([CH3:34])[CH2:32][CH2:33]4)=[CH:26][CH:27]=3)[C:7]=2[NH2:9])=[CH:23][CH:24]=1, predict the reactants needed to synthesize it. The reactants are: [ClH:1].[CH3:2][C:3]1[CH:8]=[C:7]([NH:9]C2C=CC([N+]([O-])=O)=CC=2)[N:6]2[N:19]=[CH:20][C:21]([C:22]3[CH:27]=[CH:26][C:25]([N:28]4[CH2:33][CH2:32][N:31]([CH3:34])[CH2:30][CH2:29]4)=[CH:24][CH:23]=3)=[C:5]2[N:4]=1.CO. (5) Given the product [Br:12][C:13]1[CH:21]=[CH:20][C:16]([C:17]([NH:8][C@H:6]([CH3:7])[CH2:5][N:4]([CH2:1][CH2:2][CH3:3])[CH2:9][CH2:10][CH3:11])=[O:18])=[CH:15][CH:14]=1, predict the reactants needed to synthesize it. The reactants are: [CH2:1]([N:4]([CH2:9][CH2:10][CH3:11])[CH2:5][C@H:6]([NH2:8])[CH3:7])[CH2:2][CH3:3].[Br:12][C:13]1[CH:21]=[CH:20][C:16]([C:17](O)=[O:18])=[CH:15][CH:14]=1.CN(C(ON1N=NC2C=CC=NC1=2)=[N+](C)C)C.F[P-](F)(F)(F)(F)F.CCN(C(C)C)C(C)C. (6) Given the product [Cl:30][C:9]1[CH:8]=[C:7]([O:6][CH2:5][CH2:4][CH2:3][CH2:2][NH:32][CH3:31])[CH:12]=[CH:11][C:10]=1[C:13]1[N:17]=[C:16]([C:18]2[CH:19]=[CH:20][C:21]([O:26][CH:27]([CH3:29])[CH3:28])=[C:22]([CH:25]=2)[C:23]#[N:24])[O:15][N:14]=1, predict the reactants needed to synthesize it. The reactants are: Br[CH2:2][CH2:3][CH2:4][CH2:5][O:6][C:7]1[CH:12]=[CH:11][C:10]([C:13]2[N:17]=[C:16]([C:18]3[CH:19]=[CH:20][C:21]([O:26][CH:27]([CH3:29])[CH3:28])=[C:22]([CH:25]=3)[C:23]#[N:24])[O:15][N:14]=2)=[C:9]([Cl:30])[CH:8]=1.[CH3:31][NH2:32].